The task is: Regression/Classification. Given a drug SMILES string, predict its toxicity properties. Task type varies by dataset: regression for continuous values (e.g., LD50, hERG inhibition percentage) or binary classification for toxic/non-toxic outcomes (e.g., AMES mutagenicity, cardiotoxicity, hepatotoxicity). Dataset: herg_karim.. This data is from hERG potassium channel inhibition data for cardiac toxicity prediction from Karim et al.. (1) The result is 1 (blocker). The compound is CC(C)=CCn1c(N2CCC[C@H](N)C2)c(C#N)c2c1c(=O)n(Cc1nc(C)c3ccccc3n1)c(=O)n2C. (2) The molecule is O=C(c1ccccc1)N1CCN(CCc2ccccc2)CC1. The result is 1 (blocker). (3) The compound is O=C(CCCCCCC(=O)Nc1ccccc1)NO. The result is 0 (non-blocker).